This data is from Reaction yield outcomes from USPTO patents with 853,638 reactions. The task is: Predict the reaction yield, written as a fraction of the theoretical maximum amount of product (1.0 means a 100% yield; for example, 0.34 means a 34% yield). (1) The reactants are [C:1]([C:9]1[CH:14]=[CH:13][CH:12]=[CH:11][C:10]=1[NH:15][C@@H:16]([CH2:20][C:21]1[CH:26]=[CH:25][C:24]([C:27]2[CH:32]=[CH:31][CH:30]=[C:29]([N:33](C)[C:34](NCCCCCCC)=O)[CH:28]=2)=[CH:23][CH:22]=1)[C:17]([OH:19])=[O:18])(=[O:8])[C:2]1[CH:7]=[CH:6][CH:5]=[CH:4][CH:3]=1.C(C1C=CC=CC=1N[C@@H](CC1C=CC(C2C=CC=C(NC)C=2)=CC=1)C(OCC)=O)(=O)C1C=CC=CC=1.[OH-].[Li+]. No catalyst specified. The product is [C:1]([C:9]1[CH:14]=[CH:13][CH:12]=[CH:11][C:10]=1[NH:15][C@@H:16]([CH2:20][C:21]1[CH:22]=[CH:23][C:24]([C:27]2[CH:32]=[CH:31][CH:30]=[C:29]([NH:33][CH3:34])[CH:28]=2)=[CH:25][CH:26]=1)[C:17]([OH:19])=[O:18])(=[O:8])[C:2]1[CH:3]=[CH:4][CH:5]=[CH:6][CH:7]=1. The yield is 0.800. (2) The reactants are [CH3:1][N:2]([CH3:16])[CH2:3][CH2:4][N:5]1[CH2:10][CH2:9][O:8][C:7]2[CH:11]=[C:12]([NH2:15])[CH:13]=[CH:14][C:6]1=2.I.[S:18]1[CH:22]=[CH:21][CH:20]=[C:19]1[C:23](SC)=[NH:24]. The catalyst is CCO.C([O-])(O)=O.[Na+]. The product is [CH3:1][N:2]([CH3:16])[CH2:3][CH2:4][N:5]1[CH2:10][CH2:9][O:8][C:7]2[CH:11]=[C:12]([NH:15][C:23]([C:19]3[S:18][CH:22]=[CH:21][CH:20]=3)=[NH:24])[CH:13]=[CH:14][C:6]1=2. The yield is 0.540. (3) The reactants are CC1(C)COB([C:8]2[CH:31]=[CH:30][C:11]3[C:12]4[N:16]([CH2:17][CH2:18][O:19][C:10]=3[CH:9]=2)[CH:15]=[C:14]([C:20]2[N:21]([CH2:25][C:26]([F:29])([F:28])[F:27])[N:22]=[CH:23][N:24]=2)[N:13]=4)OC1.Cl.N[OH:35].[OH-].[Na+]. The catalyst is O. The product is [F:28][C:26]([F:27])([F:29])[CH2:25][N:21]1[C:20]([C:14]2[N:13]=[C:12]3[C:11]4[CH:30]=[CH:31][C:8]([OH:35])=[CH:9][C:10]=4[O:19][CH2:18][CH2:17][N:16]3[CH:15]=2)=[N:24][CH:23]=[N:22]1. The yield is 0.850. (4) The catalyst is N1C=CC=CC=1. The reactants are [CH:1]([N:14]1[CH2:17][CH:16]([OH:18])[CH2:15]1)([C:8]1[CH:13]=[CH:12][CH:11]=[CH:10][CH:9]=1)[C:2]1[CH:7]=[CH:6][CH:5]=[CH:4][CH:3]=1.[CH3:19][S:20](Cl)(=[O:22])=[O:21]. The product is [CH:1]([N:14]1[CH2:17][CH:16]([O:18][S:20]([CH3:19])(=[O:22])=[O:21])[CH2:15]1)([C:8]1[CH:13]=[CH:12][CH:11]=[CH:10][CH:9]=1)[C:2]1[CH:3]=[CH:4][CH:5]=[CH:6][CH:7]=1. The yield is 0.448. (5) The reactants are [C:1]([NH:5][S:6]([C:9]1[C:10]([S:24]([NH2:27])(=[O:26])=[O:25])=[CH:11][CH:12]=[C:13]([CH2:15][O:16][Si:17]([C:20]([CH3:23])([CH3:22])[CH3:21])([CH3:19])[CH3:18])[CH:14]=1)(=[O:8])=[O:7])([CH3:4])([CH3:3])[CH3:2].[Br:28][C:29]1[CH:37]=[CH:36][C:32]([C:33](O)=[O:34])=[CH:31][CH:30]=1.Cl.CN(C)CCCN=C=NCC.O. The catalyst is CN(C)C1C=CN=CC=1.CN(C)C=O. The product is [Br:28][C:29]1[CH:37]=[CH:36][C:32]([C:33]([NH:27][S:24]([C:10]2[CH:11]=[CH:12][C:13]([CH2:15][O:16][Si:17]([C:20]([CH3:21])([CH3:23])[CH3:22])([CH3:19])[CH3:18])=[CH:14][C:9]=2[S:6](=[O:8])(=[O:7])[NH:5][C:1]([CH3:2])([CH3:3])[CH3:4])(=[O:25])=[O:26])=[O:34])=[CH:31][CH:30]=1. The yield is 1.00.